From a dataset of Reaction yield outcomes from USPTO patents with 853,638 reactions. Predict the reaction yield, written as a fraction of the theoretical maximum amount of product (1.0 means a 100% yield; for example, 0.34 means a 34% yield). (1) The reactants are [CH2:1]([O:3][C@H:4]([C:17]([O:19][CH2:20][CH3:21])=[O:18])[CH2:5][C:6]1[CH:16]=[CH:15][C:9]([O:10][CH2:11][C:12]([OH:14])=O)=[CH:8][CH:7]=1)[CH3:2].Cl.[F:23][C:24]1[CH:40]=[C:39]([F:41])[CH:38]=[CH:37][C:25]=1[CH2:26][NH:27][CH2:28][CH2:29][CH2:30][CH2:31][CH2:32][CH2:33][CH2:34][CH2:35][CH3:36].C(N(CC)C(C)C)(C)C.Cl.C(N=C=NCCCN(C)C)C. The catalyst is C(Cl)Cl.CN(C1C=CN=CC=1)C. The product is [F:23][C:24]1[CH:40]=[C:39]([F:41])[CH:38]=[CH:37][C:25]=1[CH2:26][N:27]([CH2:28][CH2:29][CH2:30][CH2:31][CH2:32][CH2:33][CH2:34][CH2:35][CH3:36])[C:12](=[O:14])[CH2:11][O:10][C:9]1[CH:8]=[CH:7][C:6]([CH2:5][C@H:4]([O:3][CH2:1][CH3:2])[C:17]([O:19][CH2:20][CH3:21])=[O:18])=[CH:16][CH:15]=1. The yield is 0.530. (2) The reactants are [CH3:1][O:2][C:3](=[O:14])[C:4]1[CH:9]=[CH:8][C:7]([N+:10]([O-:12])=[O:11])=[CH:6][C:5]=1[OH:13].[H-].[Na+].[CH3:17]I. The catalyst is CN(C)C=O. The product is [CH3:1][O:2][C:3](=[O:14])[C:4]1[CH:9]=[CH:8][C:7]([N+:10]([O-:12])=[O:11])=[CH:6][C:5]=1[O:13][CH3:17]. The yield is 0.470.